Dataset: Catalyst prediction with 721,799 reactions and 888 catalyst types from USPTO. Task: Predict which catalyst facilitates the given reaction. (1) Reactant: OC1C=CC=CN=1.[C:8]([O:12][C:13](=[O:41])[NH:14][C@H:15]([C@@H:34]1[CH2:38][C@@H:37]([CH3:39])[C:36](=[O:40])[O:35]1)[CH2:16][N:17]1[CH2:22][C:21](=[O:23])[N:20]([C:24]2[CH:29]=[C:28]([F:30])[CH:27]=[CH:26][C:25]=2[Cl:31])[CH2:19][C:18]1([CH3:33])[CH3:32])([CH3:11])([CH3:10])[CH3:9].[CH3:42][C:43]([CH3:47])([CH3:46])[CH2:44][NH2:45]. Product: [C:8]([O:12][C:13](=[O:41])[NH:14][C@@H:15]([CH2:16][N:17]1[CH2:22][C:21](=[O:23])[N:20]([C:24]2[CH:29]=[C:28]([F:30])[CH:27]=[CH:26][C:25]=2[Cl:31])[CH2:19][C:18]1([CH3:32])[CH3:33])[C@@H:34]([OH:35])[CH2:38][C@H:37]([C:36](=[O:40])[NH:45][CH2:44][C:43]([CH3:47])([CH3:46])[CH3:42])[CH3:39])([CH3:9])([CH3:11])[CH3:10]. The catalyst class is: 6. (2) Reactant: [F:1][CH:2]([F:14])[CH2:3][CH:4]1[CH2:13][C:12]2[C:7](=[CH:8][CH:9]=[CH:10][CH:11]=2)[NH:6][CH2:5]1.Br[C:16]1[C:20]2[CH2:21][N:22]([C:25](=[O:27])[CH3:26])[CH2:23][CH2:24][C:19]=2[N:18]([C@H:28]2[CH2:32][CH2:31][O:30][CH2:29]2)[N:17]=1.C1(P(C2CCCCC2)C2C=CC=CC=2C2C(OC(C)C)=CC=CC=2OC(C)C)CCCCC1.COC(C)(C)C.C(O[Na])(C)(C)C. Product: [F:14][CH:2]([F:1])[CH2:3][CH:4]1[CH2:13][C:12]2[C:7](=[CH:8][CH:9]=[CH:10][CH:11]=2)[N:6]([C:16]2[C:20]3[CH2:21][N:22]([C:25](=[O:27])[CH3:26])[CH2:23][CH2:24][C:19]=3[N:18]([C@H:28]3[CH2:32][CH2:31][O:30][CH2:29]3)[N:17]=2)[CH2:5]1. The catalyst class is: 12. (3) Reactant: [CH2:1]([C:4]1[CH:9]=[CH:8][CH:7]=[C:6]([Br:10])[C:5]=1[O:11][CH2:12][C:13]1[CH:18]=[CH:17][CH:16]=[CH:15][CH:14]=1)[CH:2]=[CH2:3].[OH-].[K+]. Product: [CH2:12]([O:11][C:5]1[C:4](/[CH:1]=[CH:2]/[CH3:3])=[CH:9][CH:8]=[CH:7][C:6]=1[Br:10])[C:13]1[CH:14]=[CH:15][CH:16]=[CH:17][CH:18]=1. The catalyst class is: 315. (4) Reactant: [CH3:1][C:2]1[CH:10]=[CH:9][C:5]([C:6](Cl)=[O:7])=[CH:4][C:3]=1[N+:11]([O-:13])=[O:12].[CH3:14][NH:15][C:16]1[CH:17]=[N:18][CH:19]=[CH:20][CH:21]=1.C(N(CC)CC)C. Product: [CH3:1][C:2]1[CH:10]=[CH:9][C:5]([C:6]([N:15]([CH3:14])[C:16]2[CH:17]=[N:18][CH:19]=[CH:20][CH:21]=2)=[O:7])=[CH:4][C:3]=1[N+:11]([O-:13])=[O:12]. The catalyst class is: 22. (5) Reactant: Br[C:2]1[C:3]([CH3:19])=[N:4][N:5]2[C:9]([C:10]3[CH:15]=[CH:14][C:13]([Cl:16])=[CH:12][C:11]=3[Cl:17])=[C:8]([CH3:18])[O:7][C:6]=12.C([Li])CCC.[N:25]([C:34]([O:36][C:37]([CH3:40])([CH3:39])[CH3:38])=[O:35])=[N:26][C:27]([O:29][C:30]([CH3:33])([CH3:32])[CH3:31])=[O:28]. Product: [C:37]([O:36][C:34]([NH:25][N:26]([C:2]1[C:3]([CH3:19])=[N:4][N:5]2[C:9]([C:10]3[CH:15]=[CH:14][C:13]([Cl:16])=[CH:12][C:11]=3[Cl:17])=[C:8]([CH3:18])[O:7][C:6]=12)[C:27]([O:29][C:30]([CH3:33])([CH3:32])[CH3:31])=[O:28])=[O:35])([CH3:40])([CH3:39])[CH3:38]. The catalyst class is: 1. (6) Reactant: [CH3:1][C:2]1[O:3][CH:4]=[CH:5][C:6]=1[C:7](=O)[CH2:8][C:9]#[N:10].[ClH:12].[C:13]1([CH3:21])[CH:18]=[CH:17][C:16]([NH:19][NH2:20])=[CH:15][CH:14]=1. Product: [ClH:12].[CH3:1][C:2]1[O:3][CH:4]=[CH:5][C:6]=1[C:7]1[CH:8]=[C:9]([NH2:10])[N:19]([C:16]2[CH:17]=[CH:18][C:13]([CH3:21])=[CH:14][CH:15]=2)[N:20]=1. The catalyst class is: 5.